Dataset: Reaction yield outcomes from USPTO patents with 853,638 reactions. Task: Predict the reaction yield, written as a fraction of the theoretical maximum amount of product (1.0 means a 100% yield; for example, 0.34 means a 34% yield). The reactants are Cl[CH2:2][CH2:3][CH2:4][N:5]1[C:9]2[CH:10]=[CH:11][CH:12]=[CH:13][C:8]=2[N:7]=[N:6]1.[F:14][C:15]1[CH:29]=[CH:28][C:18]2[C:19]([N:22]3[CH2:27][CH2:26][NH:25][CH2:24][CH2:23]3)=[N:20][O:21][C:17]=2[CH:16]=1.C(N(C(C)C)CC)(C)C.[I-].[K+]. The yield is 0.693. The product is [F:14][C:15]1[CH:29]=[CH:28][C:18]2[C:19]([N:22]3[CH2:27][CH2:26][N:25]([CH2:2][CH2:3][CH2:4][N:5]4[C:9]5[CH:10]=[CH:11][CH:12]=[CH:13][C:8]=5[N:7]=[N:6]4)[CH2:24][CH2:23]3)=[N:20][O:21][C:17]=2[CH:16]=1. The catalyst is C(#N)C.